Dataset: Reaction yield outcomes from USPTO patents with 853,638 reactions. Task: Predict the reaction yield, written as a fraction of the theoretical maximum amount of product (1.0 means a 100% yield; for example, 0.34 means a 34% yield). (1) The reactants are [F:1][C:2]1[CH:3]=[C:4]2[C:9](=[CH:10][CH:11]=1)[NH:8][C:7](=[O:12])[CH:6]=[CH:5]2.[H-].[Na+].Br[CH2:16][CH2:17][CH2:18]Cl.C([O-])([O-])=O.[K+].[K+].[CH2:26]([CH:30]1[CH2:35][CH2:34][NH:33][CH2:32][CH2:31]1)[CH2:27][CH2:28][CH3:29]. The catalyst is C(OCC)C.CC#N.CCOC(C)=O.CN(C=O)C. The product is [CH2:26]([CH:30]1[CH2:35][CH2:34][N:33]([CH2:16][CH2:17][CH2:18][N:8]2[C:9]3[C:4](=[CH:3][C:2]([F:1])=[CH:11][CH:10]=3)[CH:5]=[CH:6][C:7]2=[O:12])[CH2:32][CH2:31]1)[CH2:27][CH2:28][CH3:29]. The yield is 0.290. (2) The reactants are C(OC([N:8]1[CH2:13][CH2:12][CH:11]([C:14]([O:16][CH2:17][O:18][C:19](=[O:46])[N:20]([C:43](=[O:45])[CH3:44])[CH2:21][C@@H:22]2[O:26][C:25](=[O:27])[N:24]([C:28]3[CH:33]=[CH:32][C:31]([CH:34]4[CH2:39][CH2:38][S:37](=[O:41])(=[O:40])[CH2:36][CH2:35]4)=[C:30]([F:42])[CH:29]=3)[CH2:23]2)=[O:15])[CH2:10][CH2:9]1)=O)(C)(C)C.C1(OC)C=CC=CC=1.[ClH:55].CCOCC. The catalyst is O1CCCC1.O1CCOCC1. The product is [ClH:55].[C:43]([N:20]([CH2:21][C@@H:22]1[O:26][C:25](=[O:27])[N:24]([C:28]2[CH:33]=[CH:32][C:31]([CH:34]3[CH2:39][CH2:38][S:37](=[O:40])(=[O:41])[CH2:36][CH2:35]3)=[C:30]([F:42])[CH:29]=2)[CH2:23]1)[C:19]([O:18][CH2:17][O:16][C:14]([CH:11]1[CH2:12][CH2:13][NH:8][CH2:9][CH2:10]1)=[O:15])=[O:46])(=[O:45])[CH3:44]. The yield is 1.00. (3) The product is [NH:7]([CH2:13][C:12]([OH:15])=[O:14])[CH2:8][C:9]([OH:11])=[O:10]. The yield is 0.130. No catalyst specified. The reactants are NC(N)=O.C=O.[NH2:7][CH2:8][C:9]([OH:11])=[O:10].[C:12]([OH:15])(=[O:14])[CH3:13]. (4) The reactants are O[CH2:2][C:3]1[CH:16]=[N:15][C:6]2[N:7]([CH:12]([CH3:14])[CH3:13])[CH2:8][C:9](=[O:11])[NH:10][C:5]=2[CH:4]=1.[I-].C(C[P+](C)(C)C)#N.CCN(C(C)C)C(C)C.Cl.[Cl:35][C:36]1[CH:41]=[CH:40][C:39]([N:42]2[CH2:47][CH2:46][NH:45][CH2:44][CH2:43]2)=[CH:38][CH:37]=1. The catalyst is C(#N)CC. The product is [Cl:35][C:36]1[CH:37]=[CH:38][C:39]([N:42]2[CH2:47][CH2:46][N:45]([CH2:2][C:3]3[CH:16]=[N:15][C:6]4[N:7]([CH:12]([CH3:14])[CH3:13])[CH2:8][C:9](=[O:11])[NH:10][C:5]=4[CH:4]=3)[CH2:44][CH2:43]2)=[CH:40][CH:41]=1. The yield is 0.260. (5) The reactants are [C:4]([OH:6])(=[O:5])/[CH:3]=[CH:3]\[C:4]([OH:6])=[O:5].[CH3:9][CH2:10][CH2:11][CH2:12][CH2:13][CH2:14][CH3:15]. The catalyst is C(OCC)(=O)C. The product is [C:4]([O:6][CH2:9][CH3:10])(=[O:5])[CH3:3].[CH3:9][CH2:10][CH2:11][CH2:12][CH2:13][CH2:14][CH3:15]. The yield is 0.920. (6) The reactants are [Cl-].O[NH3+:3].[C:4](=[O:7])([O-])[OH:5].[Na+].CS(C)=O.[O:13]=[C:14]1[C:19]([CH2:20][C:21]2[CH:26]=[CH:25][C:24]([C:27]3[C:28]([C:33]#[N:34])=[CH:29][CH:30]=[CH:31][CH:32]=3)=[CH:23][CH:22]=2)=[C:18]([CH2:35][CH2:36][CH3:37])[N:17]2[N:38]=[CH:39][N:40]=[C:16]2[N:15]1[CH:41]1[CH2:46][CH2:45][N:44]([C:47]([CH:49]2[CH2:54][CH2:53][O:52][CH2:51][CH2:50]2)=[O:48])[CH2:43][CH2:42]1. The catalyst is C(OCC)(=O)C. The product is [O:7]=[C:4]1[O:5][N:3]=[C:33]([C:28]2[CH:29]=[CH:30][CH:31]=[CH:32][C:27]=2[C:24]2[CH:25]=[CH:26][C:21]([CH2:20][C:19]3[C:14](=[O:13])[N:15]([CH:41]4[CH2:46][CH2:45][N:44]([C:47]([CH:49]5[CH2:54][CH2:53][O:52][CH2:51][CH2:50]5)=[O:48])[CH2:43][CH2:42]4)[C:16]4[N:17]([N:38]=[CH:39][N:40]=4)[C:18]=3[CH2:35][CH2:36][CH3:37])=[CH:22][CH:23]=2)[NH:34]1. The yield is 0.440. (7) The reactants are [CH3:1][O:2][C:3]1[C:12]2[C:7](=[CH:8][CH:9]=[CH:10][CH:11]=2)[C:6]([NH:13]S(C2SC=CC=2)(=O)=O)=[CH:5][C:4]=1[S:22][CH2:23][C:24](OC)=[O:25].[Br:28][C:29]1[CH:34]=[CH:33][C:32]([S:35](Cl)(=[O:37])=[O:36])=[CH:31][CH:30]=1. No catalyst specified. The product is [Br:28][C:29]1[CH:34]=[CH:33][C:32]([S:35]([NH:13][C:6]2[C:7]3[C:12](=[CH:11][CH:10]=[CH:9][CH:8]=3)[C:3]([O:2][CH3:1])=[C:4]([S:22][CH2:23][CH2:24][OH:25])[CH:5]=2)(=[O:37])=[O:36])=[CH:31][CH:30]=1. The yield is 0.580. (8) The reactants are [CH3:1][C:2]1[C:6]2[CH:7]=[C:8]([N+:12]([O-])=O)[CH:9]=[C:10]([CH3:11])[C:5]=2[O:4][N:3]=1.O.O.Cl[Sn]Cl.Cl.[OH-].[Na+]. The catalyst is C(O)(=O)C. The product is [CH3:1][C:2]1[C:6]2[CH:7]=[C:8]([NH2:12])[CH:9]=[C:10]([CH3:11])[C:5]=2[O:4][N:3]=1. The yield is 0.590. (9) The reactants are [C:1]([O:5][C:6]([N:8]([CH3:85])[C@@H:9]([CH3:84])[C:10]([NH:12][C@@H:13]([C:80]([CH3:83])([CH3:82])[CH3:81])[C:14]([N:16]1[C@H:20]([C:21](=[O:33])[NH:22][C@H:23]2[C:32]3[C:27](=[CH:28][CH:29]=[CH:30][CH:31]=3)[CH2:26][CH2:25][CH2:24]2)[CH2:19][C@H:18]([NH:34][C:35]([N:37]2[C:45]3[C:40](=[CH:41][C:42]([CH2:46][N:47]([C@@H:70]([C:74]4[CH:79]=[CH:78][CH:77]=[CH:76][CH:75]=4)[CH2:71][O:72][CH3:73])[C:48]([C@@H:50]4[CH2:59][C:58]5[C:53](=[CH:54][CH:55]=[CH:56][CH:57]=5)[CH2:52][N:51]4C(OCC4C=CC=CC=4)=O)=[O:49])=[CH:43][CH:44]=3)[CH:39]=[CH:38]2)=[O:36])[CH2:17]1)=[O:15])=[O:11])=[O:7])([CH3:4])([CH3:3])[CH3:2]. The catalyst is CO.[OH-].[OH-].[Pd+2]. The product is [CH3:73][O:72][CH2:71][C@H:70]([N:47]([CH2:46][C:42]1[CH:41]=[C:40]2[C:45](=[CH:44][CH:43]=1)[N:37]([C:35]([NH:34][C@@H:18]1[CH2:17][N:16]([C:14](=[O:15])[C@@H:13]([NH:12][C:10](=[O:11])[C@@H:9]([N:8]([CH3:85])[C:6](=[O:7])[O:5][C:1]([CH3:3])([CH3:4])[CH3:2])[CH3:84])[C:80]([CH3:81])([CH3:82])[CH3:83])[C@H:20]([C:21](=[O:33])[NH:22][C@@H:23]3[C:32]4[C:27](=[CH:28][CH:29]=[CH:30][CH:31]=4)[CH2:26][CH2:25][CH2:24]3)[CH2:19]1)=[O:36])[CH:38]=[CH:39]2)[C:48]([C@@H:50]1[CH2:59][C:58]2[C:53](=[CH:54][CH:55]=[CH:56][CH:57]=2)[CH2:52][NH:51]1)=[O:49])[C:74]1[CH:79]=[CH:78][CH:77]=[CH:76][CH:75]=1. The yield is 0.980. (10) The catalyst is C(O)CCC.O. The yield is 0.410. The product is [Cl:1][C:2]1[CH:7]=[CH:6][C:5]([C:12]2[CH:20]=[CH:19][C:15]([C:16]([OH:18])=[O:17])=[CH:14][CH:13]=2)=[CH:4][CH:3]=1. The reactants are [Cl:1][C:2]1[CH:7]=[CH:6][C:5](B(O)O)=[CH:4][CH:3]=1.I[C:12]1[CH:20]=[CH:19][C:15]([C:16]([OH:18])=[O:17])=[CH:14][CH:13]=1.C(=O)([O-])[O-].[Cs+].[Cs+].C1(C)C=CC=CC=1.